Dataset: Peptide-MHC class I binding affinity with 185,985 pairs from IEDB/IMGT. Task: Regression. Given a peptide amino acid sequence and an MHC pseudo amino acid sequence, predict their binding affinity value. This is MHC class I binding data. The peptide sequence is FFASFYYIW. The MHC is HLA-A24:02 with pseudo-sequence HLA-A24:02. The binding affinity (normalized) is 0.719.